From a dataset of Reaction yield outcomes from USPTO patents with 853,638 reactions. Predict the reaction yield, written as a fraction of the theoretical maximum amount of product (1.0 means a 100% yield; for example, 0.34 means a 34% yield). (1) The reactants are [H-].[Na+].[CH3:3][CH:4]1[CH2:9][CH2:8][CH2:7][CH:6]([CH3:10])[CH:5]1[OH:11].[CH2:12]([O:19][C:20]1[C:24]([O:25][CH2:26][C:27]2[CH:32]=[CH:31][CH:30]=[CH:29][CH:28]=2)=[C:23]([C:33](=[O:37])[N:34]([CH3:36])[CH3:35])[N:22]([C:38]2[CH:43]=[CH:42][C:41]([O:44][CH3:45])=[CH:40][CH:39]=2)[C:21]=1[C:46](OCC)=[O:47])[C:13]1[CH:18]=[CH:17][CH:16]=[CH:15][CH:14]=1. The catalyst is CN(C=O)C. The product is [CH2:12]([O:19][C:20]1[C:24]([O:25][CH2:26][C:27]2[CH:32]=[CH:31][CH:30]=[CH:29][CH:28]=2)=[C:23]([C:33](=[O:37])[N:34]([CH3:35])[CH3:36])[N:22]([C:38]2[CH:43]=[CH:42][C:41]([O:44][CH3:45])=[CH:40][CH:39]=2)[C:21]=1[C:46]([O:11][CH:5]1[CH:6]([CH3:10])[CH2:7][CH2:8][CH2:9][CH:4]1[CH3:3])=[O:47])[C:13]1[CH:14]=[CH:15][CH:16]=[CH:17][CH:18]=1. The yield is 0.200. (2) The reactants are [O:1]1[CH2:6][CH2:5][CH:4]([OH:7])[CH2:3][CH2:2]1.[H-].[Na+].[F:10][C:11]1[CH:12]=[C:13]([CH:16]=[C:17]([F:19])[CH:18]=1)[CH2:14]Br. The catalyst is CN(C=O)C. The product is [F:10][C:11]1[CH:12]=[C:13]([CH:16]=[C:17]([F:19])[CH:18]=1)[CH2:14][O:7][CH:4]1[CH2:5][CH2:6][O:1][CH2:2][CH2:3]1. The yield is 0.490. (3) The reactants are [Li+].[OH-].C([O:6][C@@H:7]1[CH2:31][CH2:30][C@@:29]2([CH3:32])[C@H:9]([CH2:10][CH2:11][C@@H:12]3[C@@H:28]2[CH2:27][C@H:26]([OH:33])[C@@:25]2([CH3:34])[C@H:13]3[CH2:14][CH2:15][C@@H:16]2[C@H:17]([CH3:24])[CH2:18][CH2:19][C:20]([O:22]C)=[O:21])[CH2:8]1)(=O)C. The catalyst is O.C1COCC1.CO. The product is [CH3:24][C@@H:17]([C@@H:16]1[C@@:25]2([CH3:34])[C@@H:26]([OH:33])[CH2:27][C@@H:28]3[C@@:29]4([CH3:32])[CH2:30][CH2:31][C@@H:7]([OH:6])[CH2:8][C@H:9]4[CH2:10][CH2:11][C@H:12]3[C@@H:13]2[CH2:14][CH2:15]1)[CH2:18][CH2:19][C:20]([OH:22])=[O:21]. The yield is 0.910. (4) The reactants are [F:1][C:2]([F:42])([F:41])[C:3]([NH:5][C@@H:6]1[C@@H:11]([O:12][C:13](=[O:15])[CH3:14])[C@H:10]([O:16][C:17](=[O:19])[CH3:18])[C@@H:9]([CH2:20][O:21][C:22](=[O:24])[CH3:23])[O:8][CH:7]1[O:25][C@@H:26]1[C@H:31]2[CH2:32][O:33][C@H:29]([O:30]2)[C@H:28]([N:34]=[N+:35]=[N-:36])[C@H:27]1[O:37][C:38](=[O:40])[CH3:39])=[O:4].B(F)(F)F.[CH3:47][CH2:48][O:49]CC.[CH3:52][C:53]([O:55]C(C)=O)=[O:54]. The catalyst is CCOC(C)=O. The product is [F:42][C:2]([F:41])([F:1])[C:3]([NH:5][C@@H:6]1[C@@H:11]([O:12][C:13](=[O:15])[CH3:14])[C@H:10]([O:16][C:17](=[O:19])[CH3:18])[C@@H:9]([CH2:20][O:21][C:22](=[O:24])[CH3:23])[O:8][CH:7]1[O:25][C@@H:26]1[C@@H:31]([CH2:32][O:55][C:53](=[O:54])[CH3:52])[O:30][C@@H:29]([O:33][C:48](=[O:49])[CH3:47])[C@H:28]([N:34]=[N+:35]=[N-:36])[C@H:27]1[O:37][C:38](=[O:40])[CH3:39])=[O:4]. The yield is 0.800. (5) The reactants are [Cl:1][C:2]1[CH:7]=[CH:6][C:5]([CH2:8][C:9]([O:11][CH3:12])=[O:10])=[CH:4][CH:3]=1.[CH2:13]=[O:14].Cl. The catalyst is CS(C)=O.C[O-].[Na+]. The product is [Cl:1][C:2]1[CH:3]=[CH:4][C:5]([CH:8]([CH2:13][OH:14])[C:9]([O:11][CH3:12])=[O:10])=[CH:6][CH:7]=1. The yield is 0.920. (6) The reactants are [C:1]([C:5]1[CH:6]=[C:7]([NH:17][C:18](=[O:40])[C:19]([C:21]2[C:30]3[C:25](=[CH:26][CH:27]=[CH:28][CH:29]=3)[C:24]([O:31][CH2:32][CH2:33][N:34]3[CH2:39][CH2:38][O:37][CH2:36][CH2:35]3)=[CH:23][CH:22]=2)=O)[N:8]([C:10]2[CH:15]=[CH:14][C:13]([CH3:16])=[CH:12][CH:11]=2)[N:9]=1)([CH3:4])([CH3:3])[CH3:2].Cl.[NH2:42][OH:43].N1C=CC=CC=1. The catalyst is CCO. The product is [C:1]([C:5]1[CH:6]=[C:7]([NH:17][C:18](=[O:40])[C:19](=[N:42][OH:43])[C:21]2[C:30]3[C:25](=[CH:26][CH:27]=[CH:28][CH:29]=3)[C:24]([O:31][CH2:32][CH2:33][N:34]3[CH2:35][CH2:36][O:37][CH2:38][CH2:39]3)=[CH:23][CH:22]=2)[N:8]([C:10]2[CH:15]=[CH:14][C:13]([CH3:16])=[CH:12][CH:11]=2)[N:9]=1)([CH3:3])([CH3:2])[CH3:4]. The yield is 0.580. (7) The reactants are [CH:1]([C:3]1[NH:4][C:5]2[CH2:6][CH2:7][CH2:8][CH2:9][C:10]=2[C:11]=1[CH2:12][CH2:13][C:14]([OH:16])=[O:15])=O.[Br:17][C:18]1[CH:19]=[C:20]2[C:24](=[CH:25][CH:26]=1)[NH:23][C:22](=[O:27])[CH2:21]2.N1CCCC1.C(O)(=O)C. The catalyst is C(O)C. The product is [Br:17][C:18]1[CH:19]=[C:20]2[C:24](=[CH:25][CH:26]=1)[NH:23][C:22](=[O:27])[C:21]2=[CH:1][C:3]1[NH:4][C:5]2[CH2:6][CH2:7][CH2:8][CH2:9][C:10]=2[C:11]=1[CH2:12][CH2:13][C:14]([OH:16])=[O:15]. The yield is 0.980.